This data is from Forward reaction prediction with 1.9M reactions from USPTO patents (1976-2016). The task is: Predict the product of the given reaction. (1) Given the reactants [O:1]1[CH:3]([C:4]([F:7])([F:6])[F:5])[CH2:2]1.Cl.[CH3:9][N:10]1[CH:14]=[C:13]([C:15]2[CH:16]=[C:17]([C:21]3[N:26]=[CH:25][C:24]([C:27]4[CH:28]=[N:29][N:30]([CH:32]5[CH2:37][CH2:36][NH:35][CH2:34][CH2:33]5)[CH:31]=4)=[CH:23][N:22]=3)[CH:18]=[CH:19][CH:20]=2)[CH:12]=[N:11]1.CCN(C(C)C)C(C)C, predict the reaction product. The product is: [F:5][C:4]([F:7])([F:6])[CH:3]([OH:1])[CH2:2][N:35]1[CH2:34][CH2:33][CH:32]([N:30]2[CH:31]=[C:27]([C:24]3[CH:25]=[N:26][C:21]([C:17]4[CH:18]=[CH:19][CH:20]=[C:15]([C:13]5[CH:12]=[N:11][N:10]([CH3:9])[CH:14]=5)[CH:16]=4)=[N:22][CH:23]=3)[CH:28]=[N:29]2)[CH2:37][CH2:36]1. (2) Given the reactants [Cl:1][C:2]1[N:7]=[C:6]([N:8](C(OC(C)(C)C)=O)[N:9](C(OC(C)(C)C)=O)C(OC(C)(C)C)=O)[C:5]([F:31])=[C:4]([NH:32][CH:33]2[CH2:36][CH2:35][CH2:34]2)[N:3]=1.Cl, predict the reaction product. The product is: [Cl:1][C:2]1[NH:3][C:4]([NH:32][CH:33]2[CH2:36][CH2:35][CH2:34]2)=[C:5]([F:31])[C:6](=[N:8][NH2:9])[N:7]=1.